From a dataset of CYP1A2 inhibition data for predicting drug metabolism from PubChem BioAssay. Regression/Classification. Given a drug SMILES string, predict its absorption, distribution, metabolism, or excretion properties. Task type varies by dataset: regression for continuous measurements (e.g., permeability, clearance, half-life) or binary classification for categorical outcomes (e.g., BBB penetration, CYP inhibition). Dataset: cyp1a2_veith. The molecule is COc1ccc2[nH]cc(CCNc3ccnc(-c4ccccc4C(F)(F)F)n3)c2c1. The result is 1 (inhibitor).